The task is: Predict which catalyst facilitates the given reaction.. This data is from Catalyst prediction with 721,799 reactions and 888 catalyst types from USPTO. (1) Reactant: Br[C:2]1[CH:7]=[CH:6][C:5]([N+:8]([O-:10])=[O:9])=[C:4]([CH:11]([O:14][CH3:15])[O:12][CH3:13])[CH:3]=1.C([O-])(=O)C.[K+].[B:21]1(B2OCC(C)(C)CO2)[O:26]CC(C)(C)C[O:22]1.O. Product: [CH3:13][O:12][CH:11]([O:14][CH3:15])[C:4]1[CH:3]=[C:2]([B:21]([OH:26])[OH:22])[CH:7]=[CH:6][C:5]=1[N+:8]([O-:10])=[O:9]. The catalyst class is: 148. (2) Reactant: Cl[C:2]1[N:3]=[N:4][CH:5]=[C:6]([N:12]2[CH2:17][CH2:16][CH:15]([C:18]3[C:23]([F:24])=[CH:22][CH:21]=[C:20]([F:25])[C:19]=3[O:26][CH3:27])[CH2:14][CH2:13]2)[C:7]=1[C:8]([F:11])([F:10])[F:9].C(=O)([O-])[O-].[K+].[K+].[NH2:34][NH2:35]. Product: [F:25][C:20]1[C:19]([O:26][CH3:27])=[C:18]([CH:15]2[CH2:16][CH2:17][N:12]([C:6]3[C:7]([C:8]([F:11])([F:10])[F:9])=[C:2]([NH:34][NH2:35])[N:3]=[N:4][CH:5]=3)[CH2:13][CH2:14]2)[C:23]([F:24])=[CH:22][CH:21]=1. The catalyst class is: 872. (3) Reactant: [Cl:1][C:2]1[CH:3]=[C:4]([C@@H:8]2[C@@H:13]([C:14]3[CH:19]=[CH:18][C:17]([Cl:20])=[CH:16][CH:15]=3)[NH:12][C:11](=[O:21])[C@@H:10]([CH2:22][C:23]([O:25][C:26]([CH3:29])([CH3:28])[CH3:27])=[O:24])[O:9]2)[CH:5]=[CH:6][CH:7]=1.BrC1C=CC(S(O[C@H:41]([CH2:55][CH3:56])[CH2:42][O:43][CH2:44][C:45]2[CH:50]=[CH:49][C:48]([O:51][CH3:52])=[C:47]([O:53][CH3:54])[CH:46]=2)(=O)=O)=CC=1.CC([O-])(C)C.[Na+].O1CCOCC1.O. Product: [Cl:1][C:2]1[CH:3]=[C:4]([C@@H:8]2[C@@H:13]([C:14]3[CH:19]=[CH:18][C:17]([Cl:20])=[CH:16][CH:15]=3)[N:12]([C@@H:41]([CH2:55][CH3:56])[CH2:42][O:43][CH2:44][C:45]3[CH:50]=[CH:49][C:48]([O:51][CH3:52])=[C:47]([O:53][CH3:54])[CH:46]=3)[C:11](=[O:21])[C@@H:10]([CH2:22][C:23]([O:25][C:26]([CH3:29])([CH3:28])[CH3:27])=[O:24])[O:9]2)[CH:5]=[CH:6][CH:7]=1. The catalyst class is: 170. (4) Reactant: Br[C:2]1[C:11]2[C:6](=[CH:7][CH:8]=[CH:9][CH:10]=2)[CH:5]=[CH:4][C:3]=1[O:12][CH2:13][CH2:14][N:15]1[CH2:20][CH2:19][CH2:18][CH2:17][CH2:16]1.[Li+].CCC[CH2-].[B:26](OC)([O:29]C)[O:27]C. Product: [N:15]1([CH2:14][CH2:13][O:12][C:3]2[CH:2]=[C:11]3[C:6](=[CH:5][CH:4]=2)[CH:7]=[C:8]([B:26]([OH:29])[OH:27])[CH:9]=[CH:10]3)[CH2:20][CH2:19][CH2:18][CH2:17][CH2:16]1. The catalyst class is: 7. (5) Reactant: [CH2:1]([N:8]1[C:16]2[C:11](=[CH:12][C:13]([C:17]3[CH:22]=[CH:21][C:20]([OH:23])=[CH:19][CH:18]=3)=[CH:14][CH:15]=2)[C:10]([CH3:24])=[C:9]1[CH3:25])[C:2]1[CH:7]=[CH:6][CH:5]=[CH:4][CH:3]=1.C([O-])([O-])=O.[K+].[K+].Br[CH2:33][C:34]([O:36][CH3:37])=[O:35]. Product: [CH3:37][O:36][C:34](=[O:35])[CH2:33][O:23][C:20]1[CH:19]=[CH:18][C:17]([C:13]2[CH:12]=[C:11]3[C:16](=[CH:15][CH:14]=2)[N:8]([CH2:1][C:2]2[CH:3]=[CH:4][CH:5]=[CH:6][CH:7]=2)[C:9]([CH3:25])=[C:10]3[CH3:24])=[CH:22][CH:21]=1. The catalyst class is: 21. (6) Reactant: [B-](F)(F)(F)F.[B-](F)(F)(F)F.C1[N+]2(CCl)CC[N+]([F:21])(CC2)C1.[CH2:22]([O:24][C:25]([C:27]1[C:28]2[N:29]=[CH:30][CH:31]=[N:32][C:33]=2[C:34]([C:37]2[CH:42]=[C:41]([O:43][CH3:44])[CH:40]=[C:39]([O:45][CH3:46])[CH:38]=2)=[CH:35][CH:36]=1)=[O:26])[CH3:23].C([O-])(O)=O.[Na+]. Product: [CH2:22]([O:24][C:25]([C:27]1[C:28]2[N:29]=[CH:30][CH:31]=[N:32][C:33]=2[C:34]([C:37]2[CH:38]=[C:39]([O:45][CH3:46])[CH:40]=[C:41]([O:43][CH3:44])[C:42]=2[F:21])=[CH:35][CH:36]=1)=[O:26])[CH3:23]. The catalyst class is: 210. (7) Reactant: [Cl:1][C:2]1[CH:7]=[CH:6][C:5]([C:8](=[O:18])[NH:9][CH2:10][C:11]2[CH:16]=[CH:15][CH:14]=[C:13]([Cl:17])[CH:12]=2)=[CH:4][C:3]=1[NH:19][C:20]([C:22]1[C:35](=[O:36])[NH:34][C:25]2[N:26]=[C:27](S(C)(=O)=O)[N:28]=[CH:29][C:24]=2[CH:23]=1)=[O:21].[N:37]1([CH2:42][CH2:43][NH2:44])[CH2:41][CH2:40][CH2:39][CH2:38]1.CN(C=O)C. Product: [Cl:1][C:2]1[CH:7]=[CH:6][C:5]([C:8](=[O:18])[NH:9][CH2:10][C:11]2[CH:16]=[CH:15][CH:14]=[C:13]([Cl:17])[CH:12]=2)=[CH:4][C:3]=1[NH:19][C:20]([C:22]1[C:35](=[O:36])[NH:34][C:25]2[N:26]=[C:27]([NH:44][CH2:43][CH2:42][N:37]3[CH2:41][CH2:40][CH2:39][CH2:38]3)[N:28]=[CH:29][C:24]=2[CH:23]=1)=[O:21]. The catalyst class is: 6.